This data is from Catalyst prediction with 721,799 reactions and 888 catalyst types from USPTO. The task is: Predict which catalyst facilitates the given reaction. Reactant: [Br:1][C:2]1[N:3]([C:8]2[C:17]3[C:12](=[CH:13][CH:14]=[CH:15][CH:16]=3)[C:11]([CH:18]3[CH2:20][CH2:19]3)=[CH:10][CH:9]=2)[C:4]([SH:7])=[N:5][N:6]=1.Br[C:22]([CH3:31])([CH3:30])[C:23]([O:25][C:26]([CH3:29])([CH3:28])[CH3:27])=[O:24].C(N(C(C)C)CC)(C)C. Product: [Br:1][C:2]1[N:3]([C:8]2[C:17]3[C:12](=[CH:13][CH:14]=[CH:15][CH:16]=3)[C:11]([CH:18]3[CH2:20][CH2:19]3)=[CH:10][CH:9]=2)[C:4]([S:7][C:22]([CH3:31])([CH3:30])[C:23]([O:25][C:26]([CH3:29])([CH3:28])[CH3:27])=[O:24])=[N:5][N:6]=1. The catalyst class is: 3.